Dataset: Full USPTO retrosynthesis dataset with 1.9M reactions from patents (1976-2016). Task: Predict the reactants needed to synthesize the given product. (1) Given the product [CH3:1][N:2]1[C:10]2[C:5](=[CH:6][C:7]([CH:11]=[O:43])=[CH:8][CH:9]=2)[C:4]([C:13]2[N:21]([S:22]([C:25]3[CH:30]=[CH:29][C:28]([CH3:31])=[CH:27][CH:26]=3)(=[O:24])=[O:23])[C:16]3=[N:17][CH:18]=[CH:19][CH:20]=[C:15]3[CH:14]=2)=[CH:3]1, predict the reactants needed to synthesize it. The reactants are: [CH3:1][N:2]1[C:10]2[C:5](=[CH:6][C:7]([C:11]#N)=[CH:8][CH:9]=2)[C:4]([C:13]2[N:21]([S:22]([C:25]3[CH:30]=[CH:29][C:28]([CH3:31])=[CH:27][CH:26]=3)(=[O:24])=[O:23])[C:16]3=[N:17][CH:18]=[CH:19][CH:20]=[C:15]3[CH:14]=2)=[CH:3]1.[H-].C([Al+]CC(C)C)C(C)C.Cl.[OH-:43].[Na+]. (2) Given the product [C:2]([CH:13]([C:7]1[C:8]([F:12])=[CH:9][CH:10]=[CH:11][C:6]=1[F:5])[C:14]#[N:15])(=[O:1])[CH3:3], predict the reactants needed to synthesize it. The reactants are: [O-:1][CH2:2][CH3:3].[Na+].[F:5][C:6]1[CH:11]=[CH:10][CH:9]=[C:8]([F:12])[C:7]=1[CH2:13][C:14]#[N:15].O. (3) The reactants are: [C:1]1([C:18]2[CH:23]=[CH:22][CH:21]=[CH:20][CH:19]=2)[CH:6]=[CH:5][C:4]([S:7]([C:10]2[N:11]=[N:12][C:13]([O:16]C)=[CH:14][CH:15]=2)(=[O:9])=[O:8])=[CH:3][CH:2]=1.Cl. Given the product [C:1]1([C:18]2[CH:19]=[CH:20][CH:21]=[CH:22][CH:23]=2)[CH:2]=[CH:3][C:4]([S:7]([C:10]2[CH:15]=[CH:14][C:13](=[O:16])[NH:12][N:11]=2)(=[O:9])=[O:8])=[CH:5][CH:6]=1, predict the reactants needed to synthesize it. (4) Given the product [CH3:39][N:36]([CH3:35])[CH2:37][CH2:38][NH:34][C:27]([C:22]1[CH:23]=[C:18]([C:15]2[CH:16]=[CH:17][C:12]([CH2:11][S:10][CH2:9][CH2:8][O:1][C:2]3[CH:7]=[CH:6][CH:5]=[CH:4][CH:3]=3)=[CH:13][CH:14]=2)[CH:19]=[CH:20][CH:21]=1)=[O:28], predict the reactants needed to synthesize it. The reactants are: [O:1]([CH2:8][CH2:9][S:10][CH2:11][C:12]1[CH:17]=[CH:16][C:15]([C:18]2[CH:23]=[CH:22][CH:21]=[C:20](C(O)=O)[CH:19]=2)=[CH:14][CH:13]=1)[C:2]1[CH:7]=[CH:6][CH:5]=[CH:4][CH:3]=1.[C:27]([N:34]1[CH:38]=[CH:37][N:36]=[CH:35]1)(N1C=CN=C1)=[O:28].[CH3:39]NCCNC. (5) The reactants are: S(=O)(=O)(O)O.N[C@H:7]([C:12]([OH:14])=[O:13])[CH2:8][CH:9]([CH3:11])[CH3:10].[K+].[Br-:16].N([O-])=O.[Na+]. Given the product [Br:16][C@H:7]([CH2:8][CH:9]([CH3:11])[CH3:10])[C:12]([OH:14])=[O:13], predict the reactants needed to synthesize it. (6) Given the product [CH:1]([Si:3]([CH2:24][CH2:23][CH2:22][CH2:21][CH2:20][CH2:19][CH2:18][CH2:17][CH2:16][CH2:15][CH2:14][CH2:13][CH2:12][CH2:11][CH2:10][CH2:9][CH2:8][CH3:7])([CH2:24][CH2:23][CH2:22][CH2:21][CH2:20][CH2:19][CH2:18][CH2:17][CH2:16][CH2:15][CH2:14][CH2:13][CH2:12][CH2:11][CH2:10][CH2:9][CH2:8][CH3:7])[CH2:7][CH2:8][CH2:9][CH2:10][CH2:11][CH2:12][CH2:13][CH2:14][CH2:15][CH2:16][CH2:17][CH2:18][CH2:19][CH2:20][CH2:21][CH2:22][CH2:23][CH3:24])=[CH2:2], predict the reactants needed to synthesize it. The reactants are: [CH:1]([Si:3](Cl)(Cl)Cl)=[CH2:2].[C:7](O)(=O)[CH2:8][CH2:9][CH2:10][CH2:11][CH2:12][CH2:13][CH2:14][CH2:15][CH2:16][CH2:17][CH2:18][CH2:19][CH2:20][CH2:21][CH2:22][CH2:23][CH3:24]. (7) Given the product [CH3:37][C:36]([CH3:39])([CH3:38])[C:35]([O:41][CH2:42][O:15][C:14](=[O:16])[C:13]1[CH:17]=[CH:18][CH:19]=[C:11]([CH2:10][CH:9]([NH:8][C:6](=[O:7])[CH2:5][CH2:4][C:1](=[O:3])[NH2:2])[B:22]2[O:30][CH:29]3[C:24]([CH3:34])([CH:25]4[CH2:31][CH:27]([CH2:28]3)[C:26]4([CH3:33])[CH3:32])[O:23]2)[C:12]=1[O:20][CH3:21])=[O:40], predict the reactants needed to synthesize it. The reactants are: [C:1]([CH2:4][CH2:5][C:6]([NH:8][CH:9]([B:22]1[O:30][CH:29]2[C:24]([CH3:34])([CH:25]3[CH2:31][CH:27]([CH2:28]2)[C:26]3([CH3:33])[CH3:32])[O:23]1)[CH2:10][C:11]1[C:12]([O:20][CH3:21])=[C:13]([CH:17]=[CH:18][CH:19]=1)[C:14]([OH:16])=[O:15])=[O:7])(=[O:3])[NH2:2].[C:35]([O:41][CH2:42]Cl)(=[O:40])[C:36]([CH3:39])([CH3:38])[CH3:37].